The task is: Predict the reactants needed to synthesize the given product.. This data is from Full USPTO retrosynthesis dataset with 1.9M reactions from patents (1976-2016). (1) Given the product [CH3:14][CH2:15][CH2:16][CH:17]([NH:21][C:11]([C:3]1[C:2]([CH3:1])=[CH:10][C:6]2[O:7][CH2:8][O:9][C:5]=2[CH:4]=1)=[O:13])[CH2:18][CH2:19][CH3:20], predict the reactants needed to synthesize it. The reactants are: [CH3:1][C:2]1[C:3]([C:11]([OH:13])=O)=[CH:4][C:5]2[O:9][CH2:8][O:7][C:6]=2[CH:10]=1.[CH3:14][CH2:15][CH2:16][CH:17]([NH2:21])[CH2:18][CH2:19][CH3:20]. (2) The reactants are: [F:1][C:2]1[CH:3]=[C:4]([OH:13])[CH:5]=[CH:6][C:7]=1[C:8]1[N:9]=[CH:10][S:11][CH:12]=1.N1C(C)=CC=CC=1C.[F:22][C:23]([F:36])([F:35])[S:24](O[S:24]([C:23]([F:36])([F:35])[F:22])(=[O:26])=[O:25])(=[O:26])=[O:25]. Given the product [F:22][C:23]([F:36])([F:35])[S:24]([O:13][C:4]1[CH:5]=[CH:6][C:7]([C:8]2[N:9]=[CH:10][S:11][CH:12]=2)=[C:2]([F:1])[CH:3]=1)(=[O:26])=[O:25], predict the reactants needed to synthesize it.